This data is from Peptide-MHC class I binding affinity with 185,985 pairs from IEDB/IMGT. The task is: Regression. Given a peptide amino acid sequence and an MHC pseudo amino acid sequence, predict their binding affinity value. This is MHC class I binding data. (1) The peptide sequence is HVVTIKSTYW. The MHC is Mamu-B17 with pseudo-sequence Mamu-B17. The binding affinity (normalized) is 0.327. (2) The peptide sequence is NISLPLYTV. The MHC is HLA-A02:19 with pseudo-sequence HLA-A02:19. The binding affinity (normalized) is 0.674. (3) The peptide sequence is FQPQSGQFI. The MHC is H-2-Db with pseudo-sequence H-2-Db. The binding affinity (normalized) is 0.273. (4) The peptide sequence is KFAEESYTY. The MHC is HLA-A03:01 with pseudo-sequence HLA-A03:01. The binding affinity (normalized) is 0. (5) The peptide sequence is IMNEGWASF. The MHC is HLA-A31:01 with pseudo-sequence HLA-A31:01. The binding affinity (normalized) is 0.0847. (6) The peptide sequence is DHQAAFQYI. The MHC is Patr-A0301 with pseudo-sequence Patr-A0301. The binding affinity (normalized) is 0. (7) The peptide sequence is AKATGRYNL. The MHC is HLA-A26:01 with pseudo-sequence HLA-A26:01. The binding affinity (normalized) is 0.0847. (8) The peptide sequence is VLPPLSADL. The MHC is HLA-A30:01 with pseudo-sequence HLA-A30:01. The binding affinity (normalized) is 0.0847.